Dataset: Forward reaction prediction with 1.9M reactions from USPTO patents (1976-2016). Task: Predict the product of the given reaction. (1) Given the reactants [CH3:1][O:2][C:3](=[O:11])[C:4]1[CH:9]=[CH:8][CH:7]=[C:6]([NH2:10])[CH:5]=1.N1C=CC=CC=1.[CH3:18][S:19](Cl)(=[O:21])=[O:20], predict the reaction product. The product is: [CH3:1][O:2][C:3](=[O:11])[C:4]1[CH:9]=[CH:8][CH:7]=[C:6]([NH:10][S:19]([CH3:18])(=[O:21])=[O:20])[CH:5]=1. (2) The product is: [C:1]1([CH3:11])[CH:6]=[CH:5][C:4]([S:7]([O:17][CH:13]([CH2:14][CH:15]=[CH2:16])[CH3:12])(=[O:9])=[O:8])=[CH:3][CH:2]=1. Given the reactants [C:1]1([CH3:11])[CH:6]=[CH:5][C:4]([S:7](Cl)(=[O:9])=[O:8])=[CH:3][CH:2]=1.[CH3:12][CH:13]([OH:17])[CH2:14][CH:15]=[CH2:16].Cl, predict the reaction product. (3) Given the reactants C([O:8][C@@H:9]1[C@@H:17]([CH2:18][CH:19]([F:21])[F:20])[O:16][C@H:15]2[C@H:11]([N:12]=[C:13]([N:22]([CH3:24])[CH3:23])[S:14]2)[C@H:10]1[O:25]CC1C=CC=CC=1)C1C=CC=CC=1.B(Cl)(Cl)Cl.CO.[NH4+].[OH-], predict the reaction product. The product is: [F:21][CH:19]([F:20])[CH2:18][C@H:17]1[O:16][C@H:15]2[C@H:11]([N:12]=[C:13]([N:22]([CH3:24])[CH3:23])[S:14]2)[C@@H:10]([OH:25])[C@@H:9]1[OH:8].